Predict the reactants needed to synthesize the given product. From a dataset of Full USPTO retrosynthesis dataset with 1.9M reactions from patents (1976-2016). (1) Given the product [CH2:16]([N:23]1[C@@H:28]2[C@@H:29]([C:31]#[N:32])[CH2:30][C@@:24]1([C:34]1[CH:39]=[CH:38][CH:37]=[CH:36][CH:35]=1)[C@H:25]([O:6][Si:7]([C:10]([CH3:13])([CH3:12])[CH3:11])([CH3:9])[CH3:8])[CH2:26][CH2:27]2)[C:17]1[CH:18]=[CH:19][CH:20]=[CH:21][CH:22]=1, predict the reactants needed to synthesize it. The reactants are: FC(F)(F)S([O:6][Si:7]([C:10]([CH3:13])([CH3:12])[CH3:11])([CH3:9])[CH3:8])(=O)=O.[CH2:16]([N:23]1[CH:28]2[CH:29]([C:31]#[N:32])[CH2:30][C:24]1([C:34]1[CH:39]=[CH:38][CH:37]=[CH:36][CH:35]=1)[CH:25](O)[CH2:26][CH2:27]2)[C:17]1[CH:22]=[CH:21][CH:20]=[CH:19][CH:18]=1.C(N(CC)CC)C. (2) Given the product [NH2:1][C:2]1[N:3]=[C:4]([C:16]2[CH:17]=[CH:18][C:19]([CH3:22])=[CH:20][CH:21]=2)[C:5]([C:8]2[CH:9]=[CH:10][C:11]([C:12]#[N:13])=[CH:14][CH:15]=2)=[N:6][C:7]=1[Br:23], predict the reactants needed to synthesize it. The reactants are: [NH2:1][C:2]1[N:3]=[C:4]([C:16]2[CH:21]=[CH:20][C:19]([CH3:22])=[CH:18][CH:17]=2)[C:5]([C:8]2[CH:15]=[CH:14][C:11]([C:12]#[N:13])=[CH:10][CH:9]=2)=[N:6][CH:7]=1.[Br:23]N1C(=O)CCC1=O. (3) Given the product [CH2:19]([N:18]1[C:14]([CH:11]2[CH2:12][CH2:13][NH:8][CH2:9][CH2:10]2)=[C:15]([O:22][CH3:23])[C:16]([CH3:21])=[N:17]1)[CH3:20], predict the reactants needed to synthesize it. The reactants are: C(OC([N:8]1[CH2:13][CH2:12][CH:11]([C:14]2[N:18]([CH2:19][CH3:20])[N:17]=[C:16]([CH3:21])[C:15]=2[O:22][CH3:23])[CH2:10][CH2:9]1)=O)(C)(C)C. (4) Given the product [CH3:26][O:25][C:20]1[C:21]([O:23][CH3:24])=[CH:22][C:11]2[C:10]3[C:15](=[C:16]([NH2:18])[N:17]=[C:8]([C:4]4[CH:5]=[N:6][CH:7]=[C:2]([NH:35][C:31]5[CH:32]=[CH:33][CH:34]=[C:29]([O:28][CH3:27])[CH:30]=5)[CH:3]=4)[CH:9]=3)[CH:14]=[N:13][C:12]=2[CH:19]=1, predict the reactants needed to synthesize it. The reactants are: Br[C:2]1[CH:3]=[C:4]([C:8]2[CH:9]=[C:10]3[C:15](=[C:16]([NH2:18])[N:17]=2)[CH:14]=[N:13][C:12]2[CH:19]=[C:20]([O:25][CH3:26])[C:21]([O:23][CH3:24])=[CH:22][C:11]3=2)[CH:5]=[N:6][CH:7]=1.[CH3:27][O:28][C:29]1[CH:34]=[CH:33][CH:32]=[C:31]([NH2:35])[CH:30]=1.[O-]P([O-])([O-])=O.[K+].[K+].[K+].C1(P(C2CCCCC2)C2C=CC=CC=2C2C=CC=CC=2N(C)C)CCCCC1. (5) Given the product [Br:23][C:18]1[CH:19]=[C:20]2[C:15](=[CH:16][CH:17]=1)[N:14]=[C:13]([N:2]([CH3:1])[CH:3]([CH3:5])[CH3:4])[CH:22]=[CH:21]2, predict the reactants needed to synthesize it. The reactants are: [CH3:1][NH:2][CH:3]([CH3:5])[CH3:4].CN(C)S(=O)=O.Cl[C:13]1[CH:22]=[CH:21][C:20]2[C:15](=[CH:16][CH:17]=[C:18]([Br:23])[CH:19]=2)[N:14]=1. (6) Given the product [CH3:34][N:35]([CH3:39])[CH2:36][CH2:37][NH:38][C:24]([C:19]1[NH:20][C:21]2[C:17]([C:18]=1[C:27]1[CH:28]=[CH:29][C:30]([Cl:33])=[CH:31][CH:32]=1)=[CH:16][C:15]([NH:14][S:11]([C:8]1[CH:7]=[CH:6][C:5]([C:1]([CH3:2])([CH3:3])[CH3:4])=[CH:10][CH:9]=1)(=[O:13])=[O:12])=[CH:23][CH:22]=2)=[O:25], predict the reactants needed to synthesize it. The reactants are: [C:1]([C:5]1[CH:10]=[CH:9][C:8]([S:11]([NH:14][C:15]2[CH:16]=[C:17]3[C:21](=[CH:22][CH:23]=2)[NH:20][C:19]([C:24](O)=[O:25])=[C:18]3[C:27]2[CH:32]=[CH:31][C:30]([Cl:33])=[CH:29][CH:28]=2)(=[O:13])=[O:12])=[CH:7][CH:6]=1)([CH3:4])([CH3:3])[CH3:2].[CH3:34][N:35]([CH3:39])[CH2:36][CH2:37][NH2:38]. (7) Given the product [CH3:36][O:35][C:29]1[CH:28]=[C:27]([NH:26][C:25]2[C:16]([NH:15][S:12]([C:9]3[CH:10]=[CH:11][C:6]([CH2:5][CH2:4][C:3]([OH:37])=[O:2])=[CH:7][CH:8]=3)(=[O:14])=[O:13])=[N:17][C:18]3[C:23]([N:24]=2)=[CH:22][CH:21]=[CH:20][CH:19]=3)[CH:32]=[C:31]([O:33][CH3:34])[CH:30]=1, predict the reactants needed to synthesize it. The reactants are: C[O:2][C:3](=[O:37])[CH2:4][CH2:5][C:6]1[CH:11]=[CH:10][C:9]([S:12]([NH:15][C:16]2[C:25]([NH:26][C:27]3[CH:32]=[C:31]([O:33][CH3:34])[CH:30]=[C:29]([O:35][CH3:36])[CH:28]=3)=[N:24][C:23]3[C:18](=[CH:19][CH:20]=[CH:21][CH:22]=3)[N:17]=2)(=[O:14])=[O:13])=[CH:8][CH:7]=1.O.[OH-].[Li+].O.Cl.